From a dataset of NCI-60 drug combinations with 297,098 pairs across 59 cell lines. Regression. Given two drug SMILES strings and cell line genomic features, predict the synergy score measuring deviation from expected non-interaction effect. (1) Drug 1: CNC(=O)C1=NC=CC(=C1)OC2=CC=C(C=C2)NC(=O)NC3=CC(=C(C=C3)Cl)C(F)(F)F. Drug 2: CC12CCC3C(C1CCC2OP(=O)(O)O)CCC4=C3C=CC(=C4)OC(=O)N(CCCl)CCCl.[Na+]. Cell line: HOP-62. Synergy scores: CSS=27.2, Synergy_ZIP=9.77, Synergy_Bliss=9.50, Synergy_Loewe=14.8, Synergy_HSA=6.77. (2) Drug 1: COC1=C2C(=CC3=C1OC=C3)C=CC(=O)O2. Drug 2: C1CNP(=O)(OC1)N(CCCl)CCCl. Cell line: NCI-H322M. Synergy scores: CSS=-2.23, Synergy_ZIP=6.31, Synergy_Bliss=-0.811, Synergy_Loewe=-2.32, Synergy_HSA=-2.49. (3) Drug 1: COC1=C2C(=CC3=C1OC=C3)C=CC(=O)O2. Drug 2: COCCOC1=C(C=C2C(=C1)C(=NC=N2)NC3=CC=CC(=C3)C#C)OCCOC.Cl. Cell line: SNB-75. Synergy scores: CSS=0.130, Synergy_ZIP=6.92, Synergy_Bliss=2.78, Synergy_Loewe=-1.45, Synergy_HSA=-0.971. (4) Drug 1: C1=NC2=C(N=C(N=C2N1C3C(C(C(O3)CO)O)O)F)N. Drug 2: C1=NNC2=C1C(=O)NC=N2. Cell line: COLO 205. Synergy scores: CSS=27.3, Synergy_ZIP=-9.95, Synergy_Bliss=-6.04, Synergy_Loewe=-14.9, Synergy_HSA=-5.99.